Dataset: Cav3 T-type calcium channel HTS with 100,875 compounds. Task: Binary Classification. Given a drug SMILES string, predict its activity (active/inactive) in a high-throughput screening assay against a specified biological target. (1) The molecule is O(c1c(C(=O)NCC(O)=O)cccc1)CC. The result is 0 (inactive). (2) The compound is S(=O)(=O)(N1CCCCC1)n1c(nc2c1cccc2)Cc1ccccc1. The result is 0 (inactive). (3) The drug is O1CCN(CC1)c1ccc(NC(=O)Cn2nc(c3cc4OCCOc4cc3)ccc2=O)cc1. The result is 0 (inactive). (4) The compound is O(C(=O)Cn1c2c(c(c1)C=O)cccc2)CC. The result is 0 (inactive). (5) The drug is Fc1cc(CN2C(C3C(O)(CC2)CCCC3)c2cc3OCOc3cc2)ccc1. The result is 0 (inactive). (6) The molecule is O=C1C2(CN3C4(N(C2)CC1(C3)C)CCCCC4)CCC. The result is 0 (inactive).